This data is from Forward reaction prediction with 1.9M reactions from USPTO patents (1976-2016). The task is: Predict the product of the given reaction. (1) Given the reactants [I-].[CH3:2][S+](C)(C)=O.[H-].[Na+].[CH3:9][O:10][CH2:11][CH2:12][O:13][CH2:14][O:15][C:16]1[CH:21]=[CH:20][C:19](/[CH:22]=[CH:23]/[C:24]([O:26][CH2:27][CH3:28])=[O:25])=[CH:18][CH:17]=1, predict the reaction product. The product is: [CH3:9][O:10][CH2:11][CH2:12][O:13][CH2:14][O:15][C:16]1[CH:21]=[CH:20][C:19]([C@@H:22]2[CH2:2][C@H:23]2[C:24]([O:26][CH2:27][CH3:28])=[O:25])=[CH:18][CH:17]=1. (2) Given the reactants [Cl:1][C:2]1[CH:9]=[CH:8][C:5]([C:6]#[N:7])=[C:4](F)[CH:3]=1.[CH3:11][N:12]([CH3:16])[CH2:13][CH2:14][NH2:15], predict the reaction product. The product is: [NH2:7][CH2:6][C:5]1[CH:8]=[CH:9][C:2]([Cl:1])=[CH:3][C:4]=1[NH:15][CH2:14][CH2:13][N:12]([CH3:16])[CH3:11]. (3) Given the reactants C1C=CC(P(C2C(C3C(P(C4C=CC=CC=4)C4C=CC=CC=4)=CC=C4C=3C=CC=C4)=C3C(C=CC=C3)=CC=2)C2C=CC=CC=2)=CC=1.C([O-])([O-])=O.[Cs+].[Cs+].FC(F)(F)S(O[C:59]1[C:60]([O:82][CH2:83][CH3:84])=[CH:61][CH:62]=[C:63]2[C:68]=1[CH:67]=[N:66][CH:65]=[C:64]2[CH2:69][C:70]1[CH:75]=[C:74]([O:76][CH3:77])[C:73]([O:78][CH3:79])=[C:72]([O:80][CH3:81])[CH:71]=1)(=O)=O.C(=[NH:100])(C1C=CC=CC=1)C1C=CC=CC=1.[ClH:101], predict the reaction product. The product is: [ClH:101].[ClH:101].[CH2:83]([O:82][C:60]1[C:59]([NH2:100])=[C:68]2[C:63]([C:64]([CH2:69][C:70]3[CH:71]=[C:72]([O:80][CH3:81])[C:73]([O:78][CH3:79])=[C:74]([O:76][CH3:77])[CH:75]=3)=[CH:65][N:66]=[CH:67]2)=[CH:62][CH:61]=1)[CH3:84]. (4) Given the reactants [Br:1][C:2]1[CH:3]=[C:4]([NH:10][C:11]2[CH:16]=[CH:15][C:14]([N:17]3[CH2:22][CH2:21][N:20]([CH3:23])[CH2:19][C@H:18]3[CH3:24])=[CH:13][N:12]=2)[C:5](=[O:9])[N:6]([CH3:8])[CH:7]=1.BrC1C=C(NC2C=CC(N3CCNC[C@@H]3C)=CN=2)C(=O)N(C)C=1, predict the reaction product. The product is: [Br:1][C:2]1[CH:3]=[C:4]([NH:10][C:11]2[CH:16]=[CH:15][C:14]([N:17]3[CH2:22][CH2:21][N:20]([CH3:23])[CH2:19][C@@H:18]3[CH3:24])=[CH:13][N:12]=2)[C:5](=[O:9])[N:6]([CH3:8])[CH:7]=1. (5) Given the reactants [F:1][C:2]1[C:3]([N+:14]([O-:16])=[O:15])=[C:4]([CH:7]=[C:8]([O:12][CH3:13])[C:9]=1[O:10][CH3:11])[CH:5]=O.[NH2:17]O.Cl.C([O-])=O.[Na+], predict the reaction product. The product is: [F:1][C:2]1[C:3]([N+:14]([O-:16])=[O:15])=[C:4]([CH:7]=[C:8]([O:12][CH3:13])[C:9]=1[O:10][CH3:11])[C:5]#[N:17]. (6) Given the reactants [F:1][C:2]1[CH:3]=[C:4]([CH:37]=[CH:38][CH:39]=1)[CH2:5][N:6]1[C:14]2[C:9](=[CH:10][C:11]([NH:15][C:16]3[C:25]4[C:20](=[CH:21][CH:22]=[CH:23][C:24]=4[CH2:26][N:27]4[CH2:32][CH2:31][C@@H:30]([N:33]=[N+]=[N-])[C@H:29]([OH:36])[CH2:28]4)[N:19]=[CH:18][N:17]=3)=[CH:12][CH:13]=2)[CH:8]=[N:7]1.C1C=CC(P(C2C=CC=CC=2)C2C=CC=CC=2)=CC=1, predict the reaction product. The product is: [F:1][C:2]1[CH:3]=[C:4]([CH:37]=[CH:38][CH:39]=1)[CH2:5][N:6]1[C:14]2[C:9](=[CH:10][C:11]([NH:15][C:16]3[C:25]4[C:20](=[CH:21][CH:22]=[CH:23][C:24]=4[CH2:26][N:27]4[CH2:32][CH2:31][C@@H:30]([NH2:33])[C@H:29]([OH:36])[CH2:28]4)[N:19]=[CH:18][N:17]=3)=[CH:12][CH:13]=2)[CH:8]=[N:7]1. (7) Given the reactants [ClH:1].O1CCOCC1.OC(C(F)(F)F)=O.[F:15][C:16]1[CH:48]=[CH:47][C:19]2[N:20]=[C:21]([NH:23][C:24]([N:26]3[CH2:31][CH2:30][N:29](C(OC(C)(C)C)=O)[CH2:28][CH:27]3[CH2:39][O:40][C:41]3[CH:42]=[N:43][CH:44]=[CH:45][CH:46]=3)=[O:25])[S:22][C:18]=2[CH:17]=1, predict the reaction product. The product is: [ClH:1].[ClH:1].[F:15][C:16]1[CH:48]=[CH:47][C:19]2[N:20]=[C:21]([NH:23][C:24]([N:26]3[CH2:31][CH2:30][NH:29][CH2:28][CH:27]3[CH2:39][O:40][C:41]3[CH:42]=[N:43][CH:44]=[CH:45][CH:46]=3)=[O:25])[S:22][C:18]=2[CH:17]=1. (8) The product is: [F:8][CH:6]([CH2:7][CH:2]([F:1])[CH2:3][CH2:26][CH3:27])[CH2:5][CH2:4][O:13][C:10]1[CH:21]=[CH:20][CH:19]=[CH:18][CH:17]=1. Given the reactants [F:1][C:2]1[CH:3]=[C:4](O)[CH:5]=[C:6]([F:8])[CH:7]=1.[C:10](=[O:13])([O-])[O-].[K+].[K+].Br[CH2:17][CH2:18][CH2:19][CH2:20][CH2:21]CCC.O.[CH3:26][CH2:27]C(C)=O, predict the reaction product. (9) Given the reactants [C:1](/[CH:3]=[CH:4]/[S:5]([C:8]1[CH:9]=[C:10]([C:14]([CH3:19])([CH3:18])[C:15]([OH:17])=O)[CH:11]=[CH:12][CH:13]=1)(=[O:7])=[O:6])#[N:2].[F:20][C:21]1[CH:28]=[CH:27][C:24]([CH2:25][NH2:26])=[CH:23][CH:22]=1.Cl.CN(C)CCCN=C=NCC.ON1C2C=CC=CC=2N=N1, predict the reaction product. The product is: [C:1](/[CH:3]=[CH:4]/[S:5]([C:8]1[CH:9]=[C:10]([C:14]([CH3:19])([CH3:18])[C:15]([NH:26][CH2:25][C:24]2[CH:27]=[CH:28][C:21]([F:20])=[CH:22][CH:23]=2)=[O:17])[CH:11]=[CH:12][CH:13]=1)(=[O:6])=[O:7])#[N:2]. (10) Given the reactants [NH2:1][C@H:2]1[CH2:6][CH2:5][N:4]([C:7](=[O:38])[CH:8]([N:15]2[C:19]3[CH:20]=[C:21]([C:24]#[N:25])[CH:22]=[CH:23][C:18]=3[N:17]([S:26]([C:29]3[CH:34]=[CH:33][C:32]([O:35][CH3:36])=[CH:31][CH:30]=3)(=[O:28])=[O:27])[C:16]2=[O:37])[C:9]2[CH:14]=[CH:13][CH:12]=[CH:11][CH:10]=2)[CH2:3]1.[CH3:39][N:40]1[CH2:45][CH2:44][C:43](=O)[CH2:42][CH2:41]1, predict the reaction product. The product is: [CH3:36][O:35][C:32]1[CH:31]=[CH:30][C:29]([S:26]([N:17]2[C:18]3[CH:23]=[CH:22][C:21]([C:24]#[N:25])=[CH:20][C:19]=3[N:15]([CH:8]([C:9]3[CH:10]=[CH:11][CH:12]=[CH:13][CH:14]=3)[C:7]([N:4]3[CH2:5][CH2:6][C@H:2]([NH:1][CH:43]4[CH2:44][CH2:45][N:40]([CH3:39])[CH2:41][CH2:42]4)[CH2:3]3)=[O:38])[C:16]2=[O:37])(=[O:27])=[O:28])=[CH:34][CH:33]=1.